Dataset: Reaction yield outcomes from USPTO patents with 853,638 reactions. Task: Predict the reaction yield, written as a fraction of the theoretical maximum amount of product (1.0 means a 100% yield; for example, 0.34 means a 34% yield). (1) The reactants are [CH3:1][O:2][C:3]([C:5]1([CH2:10][NH2:11])[CH2:9][CH2:8][CH2:7][CH2:6]1)=[O:4].[C:12]1(=O)[CH2:16][CH2:15][CH2:14][CH2:13]1.C([O-])(=O)C.[Na+].C(O[BH-](OC(=O)C)OC(=O)C)(=O)C.[Na+]. The catalyst is C(Cl)Cl. The product is [CH3:1][O:2][C:3]([C:5]1([CH2:10][NH:11][CH:12]2[CH2:16][CH2:15][CH2:14][CH2:13]2)[CH2:6][CH2:7][CH2:8][CH2:9]1)=[O:4]. The yield is 0.810. (2) The reactants are [C:1]([NH:4][C:5](=S)[NH:6][C:7]1[N:12]=[C:11]2[N:13]([CH2:25][CH3:26])[C:14]([C:16]([N:18]([CH:22]3[CH2:24][CH2:23]3)[CH:19]3[CH2:21][CH2:20]3)=[O:17])=[CH:15][C:10]2=[C:9]2[N:27]([CH3:30])[CH:28]=[N:29][C:8]=12)(=O)[CH3:2].[CH3:32][NH:33][NH2:34]. The catalyst is C(O)(=O)C. The product is [CH:19]1([N:18]([CH:22]2[CH2:23][CH2:24]2)[C:16]([C:14]2[N:13]([CH2:25][CH3:26])[C:11]3=[N:12][C:7]([NH:6][C:5]4[N:4]=[C:1]([CH3:2])[N:33]([CH3:32])[N:34]=4)=[C:8]4[N:29]=[CH:28][N:27]([CH3:30])[C:9]4=[C:10]3[CH:15]=2)=[O:17])[CH2:20][CH2:21]1. The yield is 0.307.